Dataset: NCI-60 drug combinations with 297,098 pairs across 59 cell lines. Task: Regression. Given two drug SMILES strings and cell line genomic features, predict the synergy score measuring deviation from expected non-interaction effect. (1) Drug 2: CN(C(=O)NC(C=O)C(C(C(CO)O)O)O)N=O. Synergy scores: CSS=-5.17, Synergy_ZIP=-1.54, Synergy_Bliss=-6.58, Synergy_Loewe=-3.79, Synergy_HSA=-5.88. Drug 1: CC1=C(C=C(C=C1)NC2=NC=CC(=N2)N(C)C3=CC4=NN(C(=C4C=C3)C)C)S(=O)(=O)N.Cl. Cell line: NCIH23. (2) Drug 1: C1=CC(=CC=C1CCCC(=O)O)N(CCCl)CCCl. Drug 2: CCN(CC)CCNC(=O)C1=C(NC(=C1C)C=C2C3=C(C=CC(=C3)F)NC2=O)C. Cell line: NCI/ADR-RES. Synergy scores: CSS=13.8, Synergy_ZIP=-6.62, Synergy_Bliss=1.19, Synergy_Loewe=-0.781, Synergy_HSA=-0.381. (3) Drug 1: CC1=C(C=C(C=C1)NC2=NC=CC(=N2)N(C)C3=CC4=NN(C(=C4C=C3)C)C)S(=O)(=O)N.Cl. Drug 2: CC1C(C(CC(O1)OC2CC(CC3=C2C(=C4C(=C3O)C(=O)C5=C(C4=O)C(=CC=C5)OC)O)(C(=O)C)O)N)O.Cl. Cell line: COLO 205. Synergy scores: CSS=12.4, Synergy_ZIP=1.78, Synergy_Bliss=-2.40, Synergy_Loewe=-58.9, Synergy_HSA=-8.43. (4) Drug 1: CC=C1C(=O)NC(C(=O)OC2CC(=O)NC(C(=O)NC(CSSCCC=C2)C(=O)N1)C(C)C)C(C)C. Drug 2: CC12CCC3C(C1CCC2OP(=O)(O)O)CCC4=C3C=CC(=C4)OC(=O)N(CCCl)CCCl.[Na+]. Cell line: MCF7. Synergy scores: CSS=36.6, Synergy_ZIP=3.03, Synergy_Bliss=0.742, Synergy_Loewe=-45.3, Synergy_HSA=-5.47. (5) Drug 1: CC1=C2C(C(=O)C3(C(CC4C(C3C(C(C2(C)C)(CC1OC(=O)C(C(C5=CC=CC=C5)NC(=O)C6=CC=CC=C6)O)O)OC(=O)C7=CC=CC=C7)(CO4)OC(=O)C)O)C)OC(=O)C. Drug 2: C1CNP(=O)(OC1)N(CCCl)CCCl. Cell line: M14. Synergy scores: CSS=20.7, Synergy_ZIP=-3.65, Synergy_Bliss=-4.14, Synergy_Loewe=-49.3, Synergy_HSA=-5.44. (6) Drug 1: CN(C)N=NC1=C(NC=N1)C(=O)N. Drug 2: C1=NC2=C(N=C(N=C2N1C3C(C(C(O3)CO)O)F)Cl)N. Cell line: HCT116. Synergy scores: CSS=36.7, Synergy_ZIP=-5.47, Synergy_Bliss=-10.4, Synergy_Loewe=-29.0, Synergy_HSA=-9.18. (7) Cell line: LOX IMVI. Drug 1: CC1=C(C(CCC1)(C)C)C=CC(=CC=CC(=CC(=O)O)C)C. Drug 2: C(CCl)NC(=O)N(CCCl)N=O. Synergy scores: CSS=32.6, Synergy_ZIP=-7.75, Synergy_Bliss=2.29, Synergy_Loewe=-1.87, Synergy_HSA=1.31. (8) Drug 1: CC1(CCCN1)C2=NC3=C(C=CC=C3N2)C(=O)N. Drug 2: C1CCC(C(C1)[NH-])[NH-].C(=O)(C(=O)[O-])[O-].[Pt+4]. Cell line: UACC62. Synergy scores: CSS=20.1, Synergy_ZIP=-1.96, Synergy_Bliss=-8.37, Synergy_Loewe=-22.1, Synergy_HSA=-11.0.